From a dataset of Reaction yield outcomes from USPTO patents with 853,638 reactions. Predict the reaction yield, written as a fraction of the theoretical maximum amount of product (1.0 means a 100% yield; for example, 0.34 means a 34% yield). The reactants are [Br:1]N1C(=O)CCC1=O.[NH2:9][C:10]1[CH:15]=[C:14]([C:16]([F:19])([F:18])[F:17])[CH:13]=[CH:12][N:11]=1. The catalyst is O1CCCC1. The product is [Br:1][C:13]1[C:14]([C:16]([F:17])([F:19])[F:18])=[CH:15][C:10]([NH2:9])=[N:11][CH:12]=1. The yield is 0.780.